From a dataset of NCI-60 drug combinations with 297,098 pairs across 59 cell lines. Regression. Given two drug SMILES strings and cell line genomic features, predict the synergy score measuring deviation from expected non-interaction effect. (1) Drug 2: CCC1=C2CN3C(=CC4=C(C3=O)COC(=O)C4(CC)O)C2=NC5=C1C=C(C=C5)O. Drug 1: CC1=C2C(C(=O)C3(C(CC4C(C3C(C(C2(C)C)(CC1OC(=O)C(C(C5=CC=CC=C5)NC(=O)C6=CC=CC=C6)O)O)OC(=O)C7=CC=CC=C7)(CO4)OC(=O)C)O)C)OC(=O)C. Synergy scores: CSS=43.6, Synergy_ZIP=-3.17, Synergy_Bliss=-2.68, Synergy_Loewe=-39.0, Synergy_HSA=-1.04. Cell line: CCRF-CEM. (2) Drug 1: CC1=C(C=C(C=C1)C(=O)NC2=CC(=CC(=C2)C(F)(F)F)N3C=C(N=C3)C)NC4=NC=CC(=N4)C5=CN=CC=C5. Drug 2: CC12CCC3C(C1CCC2O)C(CC4=C3C=CC(=C4)O)CCCCCCCCCS(=O)CCCC(C(F)(F)F)(F)F. Cell line: 786-0. Synergy scores: CSS=-1.88, Synergy_ZIP=0.532, Synergy_Bliss=-1.15, Synergy_Loewe=-2.27, Synergy_HSA=-2.80.